From a dataset of Catalyst prediction with 721,799 reactions and 888 catalyst types from USPTO. Predict which catalyst facilitates the given reaction. (1) Reactant: [NH2:1][C:2]1[C:7]([C:8]2[O:12][N:11]=[C:10]([CH2:13][C:14]3[CH:19]=[CH:18][C:17]([OH:20])=[CH:16][CH:15]=3)[CH:9]=2)=[CH:6][CH:5]=[C:4]([NH2:21])[N:3]=1.CO.[OH-].[Na+].Cl[CH2:27][C:28]1[CH:33]=[CH:32][CH:31]=[C:30]([CH3:34])[N:29]=1. Product: [CH3:27][C:28]1[N:29]=[C:30]([CH2:34][O:20][C:17]2[CH:18]=[CH:19][C:14]([CH2:13][C:10]3[CH:9]=[C:8]([C:7]4[C:2]([NH2:1])=[N:3][C:4]([NH2:21])=[CH:5][CH:6]=4)[O:12][N:11]=3)=[CH:15][CH:16]=2)[CH:31]=[CH:32][CH:33]=1. The catalyst class is: 9. (2) Reactant: [OH:1][B:2]1[C@@H:7]([NH:8][C:9](=[O:15])[CH2:10][CH2:11][C:12](=[O:14])[CH3:13])[CH2:6][C:5]2[CH:16]=[CH:17][CH:18]=[C:19]([C:20]([OH:22])=[O:21])[C:4]=2[O:3]1.Cl.Cl.O1CCOCC1.[CH2:31](O)[CH2:32][CH2:33][CH3:34]. Product: [CH2:31]([O:21][C:20]([C:19]1[C:4]2[O:3][B:2]([OH:1])[C@@H:7]([NH:8][C:9](=[O:15])[CH2:10][CH2:11][C:12](=[O:14])[CH3:13])[CH2:6][C:5]=2[CH:16]=[CH:17][CH:18]=1)=[O:22])[CH2:32][CH2:33][CH3:34]. The catalyst class is: 12. (3) Reactant: [CH2:1]([O:3][C:4]1[CH:5]=[C:6]([C:13]([O:21]C)(OC)[CH2:14][CH2:15][C:16]([O-:18])=O)[CH:7]=[CH:8][C:9]=1[O:10][CH2:11][CH3:12])[CH3:2].[K+].ClC1C=C(Cl)C=C(Cl)C=1C(Cl)=O.[CH3:36][CH:37]([CH3:54])[CH2:38][CH2:39][O:40][C:41]1[CH:46]=[C:45]([C:47]2[CH:52]=[CH:51][CH:50]=[CH:49][CH:48]=2)[N:44]=[C:43]([NH2:53])[CH:42]=1.Cl. Product: [CH2:1]([O:3][C:4]1[CH:5]=[C:6]([C:13](=[O:21])[CH2:14][CH2:15][C:16]([NH:53][C:43]2[CH:42]=[C:41]([O:40][CH2:39][CH2:38][CH:37]([CH3:54])[CH3:36])[CH:46]=[C:45]([C:47]3[CH:48]=[CH:49][CH:50]=[CH:51][CH:52]=3)[N:44]=2)=[O:18])[CH:7]=[CH:8][C:9]=1[O:10][CH2:11][CH3:12])[CH3:2]. The catalyst class is: 531. (4) Reactant: [CH2:1]([Li])CCC.[Br:6][C:7]1[CH:12]=[CH:11][C:10]([F:13])=[CH:9][C:8]=1[F:14].IC. The catalyst class is: 1. Product: [CH3:1][C:9]1[C:8]([F:14])=[C:7]([Br:6])[CH:12]=[CH:11][C:10]=1[F:13]. (5) Reactant: [C:1](=[NH:25])([O:3][CH2:4][CH2:5][C:6]1[CH:11]=[CH:10][C:9]([O:12][C:13]2[CH:18]=[CH:17][C:16]([Cl:19])=[C:15]([C:20]([F:23])([F:22])[F:21])[CH:14]=2)=[C:8]([F:24])[CH:7]=1)[NH2:2].[OH:26]/[CH:27]=[C:28](/[CH2:33][C:34]1[CH:35]=[N:36][C:37]([O:40][CH3:41])=[N:38][CH:39]=1)\[C:29](OC)=O.C([O-])([O-])=O.[K+].[K+]. Product: [Cl:19][C:16]1[CH:17]=[CH:18][C:13]([O:12][C:9]2[CH:10]=[CH:11][C:6]([CH2:5][CH2:4][O:3][C:1]3[NH:2][CH:29]=[C:28]([CH2:33][C:34]4[CH:35]=[N:36][C:37]([O:40][CH3:41])=[N:38][CH:39]=4)[C:27](=[O:26])[N:25]=3)=[CH:7][C:8]=2[F:24])=[CH:14][C:15]=1[C:20]([F:23])([F:21])[F:22]. The catalyst class is: 37. (6) Reactant: C(O)(=O)C(O)=O.[NH2:7][CH:8]([C:21]([F:24])([F:23])[F:22])[CH2:9][NH:10][C:11](=[O:20])[O:12][CH2:13][C:14]1[CH:19]=[CH:18][CH:17]=[CH:16][CH:15]=1.C(N(CC)CC)C.[C:32](O[C:32]([O:34][C:35]([CH3:38])([CH3:37])[CH3:36])=[O:33])([O:34][C:35]([CH3:38])([CH3:37])[CH3:36])=[O:33]. Product: [F:24][C:21]([F:22])([F:23])[CH:8]([NH:7][C:32](=[O:33])[O:34][C:35]([CH3:38])([CH3:37])[CH3:36])[CH2:9][NH:10][C:11](=[O:20])[O:12][CH2:13][C:14]1[CH:19]=[CH:18][CH:17]=[CH:16][CH:15]=1. The catalyst class is: 7. (7) Reactant: [N+:1]([C:4]1[CH:9]=[CH:8][C:7]([C:10]2[O:11][CH2:12][CH:13]([C:15]([O:17][CH3:18])=[O:16])[N:14]=2)=[CH:6][CH:5]=1)([O-:3])=[O:2].BrN1C(=O)CCC1=O.C(OCC)(=O)C.ClCCl. Product: [N+:1]([C:4]1[CH:5]=[CH:6][C:7]([C:10]2[O:11][CH:12]=[C:13]([C:15]([O:17][CH3:18])=[O:16])[N:14]=2)=[CH:8][CH:9]=1)([O-:3])=[O:2]. The catalyst class is: 48. (8) Reactant: [CH2:1]([C:8]1[N:12]=[C:11]([CH2:13][CH2:14][C:15]([OH:17])=O)[O:10][N:9]=1)[C:2]1[CH:7]=[CH:6][CH:5]=[CH:4][CH:3]=1.[CH2:18]([N:23]1[C:31]2[N:30]=[C:29]([C:32]([F:35])([F:34])[F:33])[NH:28][C:27]=2[C:26](=[O:36])[NH:25]/[C:24]/1=[N:37]\[NH2:38])[CH2:19][CH2:20][CH2:21][CH3:22].F[P-](F)(F)(F)(F)F.N1(O[P+](N(C)C)(N(C)C)N(C)C)C2C=CC=CC=2N=N1.C(N(CC)CC)C. Product: [CH2:1]([C:8]1[N:12]=[C:11]([CH2:13][CH2:14][C:15]([NH:38]/[N:37]=[C:24]2\[NH:25][C:26](=[O:36])[C:27]3[NH:28][C:29]([C:32]([F:35])([F:34])[F:33])=[N:30][C:31]=3[N:23]\2[CH2:18][CH2:19][CH2:20][CH2:21][CH3:22])=[O:17])[O:10][N:9]=1)[C:2]1[CH:3]=[CH:4][CH:5]=[CH:6][CH:7]=1. The catalyst class is: 31. (9) Product: [CH3:28][S:29]([O:1][C@@H:2]1[CH2:6][CH2:5][N:4]([CH:7]2[CH2:8][CH2:9][N:10]([C:13]([O:15][C:16]([CH3:17])([CH3:19])[CH3:18])=[O:14])[CH2:11][CH2:12]2)[C:3]1=[O:20])(=[O:31])=[O:30]. The catalyst class is: 1. Reactant: [OH:1][C@@H:2]1[CH2:6][CH2:5][N:4]([CH:7]2[CH2:12][CH2:11][N:10]([C:13]([O:15][C:16]([CH3:19])([CH3:18])[CH3:17])=[O:14])[CH2:9][CH2:8]2)[C:3]1=[O:20].C(N(CC)CC)C.[CH3:28][S:29](Cl)(=[O:31])=[O:30]. (10) Reactant: [CH:1]1[C:13]2[N:12]([CH2:14][CH2:15][OH:16])[C:11]3[C:6](=[CH:7][CH:8]=[CH:9][CH:10]=3)[C:5]=2[CH:4]=[CH:3][N:2]=1.C(P(CCCC)CCCC)CCC.[CH3:30][O:31][C:32](=[O:46])[CH:33]([CH2:38][C:39]1[CH:44]=[CH:43][C:42](O)=[CH:41][CH:40]=1)[C:34]([O:36][CH3:37])=[O:35].CCCCCCC. Product: [CH3:37][O:36][C:34](=[O:35])[CH:33]([CH2:38][C:39]1[CH:40]=[CH:41][C:42]([O:16][CH2:15][CH2:14][N:12]2[C:13]3[CH:1]=[N:2][CH:3]=[CH:4][C:5]=3[C:6]3[C:11]2=[CH:10][CH:9]=[CH:8][CH:7]=3)=[CH:43][CH:44]=1)[C:32]([O:31][CH3:30])=[O:46]. The catalyst class is: 48.